Dataset: CYP1A2 inhibition data for predicting drug metabolism from PubChem BioAssay. Task: Regression/Classification. Given a drug SMILES string, predict its absorption, distribution, metabolism, or excretion properties. Task type varies by dataset: regression for continuous measurements (e.g., permeability, clearance, half-life) or binary classification for categorical outcomes (e.g., BBB penetration, CYP inhibition). Dataset: cyp1a2_veith. (1) The compound is CN1CCN(c2ncc3nc(-c4cccc(C#N)c4)c(=O)n(Cc4ccc(F)cc4)c3n2)CC1. The result is 0 (non-inhibitor). (2) The drug is Fc1ccc(Nc2nc(-c3ccoc3)nc3ccccc23)cc1. The result is 1 (inhibitor). (3) The compound is O=C(O)c1ccc(Sc2nnnn2-c2ccccc2)c([N+](=O)[O-])c1. The result is 0 (non-inhibitor).